Dataset: Reaction yield outcomes from USPTO patents with 853,638 reactions. Task: Predict the reaction yield, written as a fraction of the theoretical maximum amount of product (1.0 means a 100% yield; for example, 0.34 means a 34% yield). (1) The reactants are Br.[N+:2]([C:5]1[CH:10]=[CH:9][C:8]([CH2:11][C@@H:12]([C:14]2[N:15]=[C:16]([C:19]3[CH:24]=[CH:23][CH:22]=[CH:21][CH:20]=3)[S:17][CH:18]=2)[NH2:13])=[CH:7][CH:6]=1)([O-:4])=[O:3].C([O-])([O-])=O.[Ca+2].C(Cl)(Cl)(Cl)Cl.[C:35](Cl)(Cl)=[S:36]. The catalyst is O.C(Cl)Cl. The product is [N:13]([C@H:12]([C:14]1[N:15]=[C:16]([C:19]2[CH:20]=[CH:21][CH:22]=[CH:23][CH:24]=2)[S:17][CH:18]=1)[CH2:11][C:8]1[CH:7]=[CH:6][C:5]([N+:2]([O-:4])=[O:3])=[CH:10][CH:9]=1)=[C:35]=[S:36]. The yield is 0.730. (2) The reactants are C([O-])=O.[NH4+].C([N:12]1[CH2:17][CH2:16][CH:15]([NH:18][C:19]2[CH:27]=[CH:26][C:22]([C:23]([NH2:25])=[O:24])=[C:21]([O:28][CH2:29][CH2:30][CH3:31])[CH:20]=2)[CH2:14][CH2:13]1)C1C=CC=CC=1. The catalyst is C(O)C.[Pd]. The product is [NH:12]1[CH2:17][CH2:16][CH:15]([NH:18][C:19]2[CH:27]=[CH:26][C:22]([C:23]([NH2:25])=[O:24])=[C:21]([O:28][CH2:29][CH2:30][CH3:31])[CH:20]=2)[CH2:14][CH2:13]1. The yield is 0.560. (3) The reactants are [Cl:1][C:2]1[CH:3]=[C:4]2[C:9](=[CH:10][CH:11]=1)[CH:8]=[C:7]([S:12]([N:15]1[C:20]([C:21]([O:23][CH3:24])=[O:22])=[CH:19][NH:18][CH2:17][CH2:16]1)(=[O:14])=[O:13])[CH:6]=[CH:5]2.[N:25]1[CH:30]=[CH:29][C:28]([C:31]2[CH:48]=[CH:47][C:34]([C:35](OC3C=CC([N+]([O-])=O)=CC=3)=[O:36])=[CH:33][CH:32]=2)=[CH:27][CH:26]=1.[H-].[Na+].O. The catalyst is CN(C)C=O.C(OCC)(=O)C. The product is [Cl:1][C:2]1[CH:3]=[C:4]2[C:9](=[CH:10][CH:11]=1)[CH:8]=[C:7]([S:12]([N:15]1[C:20]([C:21]([O:23][CH3:24])=[O:22])=[CH:19][N:18]([C:35](=[O:36])[C:34]3[CH:33]=[CH:32][C:31]([C:28]4[CH:27]=[CH:26][N:25]=[CH:30][CH:29]=4)=[CH:48][CH:47]=3)[CH2:17][CH2:16]1)(=[O:13])=[O:14])[CH:6]=[CH:5]2. The yield is 0.600. (4) The reactants are Cl.[Cl:2][C:3]1[CH:8]=[CH:7][C:6]([OH:9])=[CH:5][C:4]=1[C:10]1[N:15]=[C:14]([NH:16][CH:17]2[CH2:22][CH2:21][NH:20][CH2:19][C:18]2([F:24])[F:23])[C:13]([CH3:25])=[C:12]([C:26]2[C:27]([CH3:32])=[N:28][O:29][C:30]=2[CH3:31])[N:11]=1.C=O.[CH3:35]C(O)=O.[BH3-]C#N.[Na+]. The catalyst is CO. The product is [Cl:2][C:3]1[CH:8]=[CH:7][C:6]([OH:9])=[CH:5][C:4]=1[C:10]1[N:15]=[C:14]([NH:16][CH:17]2[CH2:22][CH2:21][N:20]([CH3:35])[CH2:19][C:18]2([F:23])[F:24])[C:13]([CH3:25])=[C:12]([C:26]2[C:27]([CH3:32])=[N:28][O:29][C:30]=2[CH3:31])[N:11]=1. The yield is 1.00. (5) The reactants are [CH2:1]([C:5]1[CH:6]=[C:7]2[C:12](=[C:13]([O:15][CH:16]3[CH2:21][CH2:20][N:19]([CH2:22][CH2:23][CH2:24][NH:25]C(=O)OC(C)(C)C)[CH2:18][CH2:17]3)[CH:14]=1)[N:11]=[CH:10][CH:9]=[CH:8]2)[CH2:2][CH2:3][CH3:4].Cl. The catalyst is O1CCOCC1. The product is [CH2:1]([C:5]1[CH:6]=[C:7]2[C:12](=[C:13]([O:15][CH:16]3[CH2:21][CH2:20][N:19]([CH2:22][CH2:23][CH2:24][NH2:25])[CH2:18][CH2:17]3)[CH:14]=1)[N:11]=[CH:10][CH:9]=[CH:8]2)[CH2:2][CH2:3][CH3:4]. The yield is 0.760. (6) The reactants are [F:1][C:2]1[CH:24]=[CH:23][C:5]([O:6][C:7]2[CH:8]=[C:9]3[C:13](=[CH:14][C:15]=2[C:16]([NH2:18])=[O:17])[N:12]([CH2:19][CH:20]([CH3:22])[CH3:21])[N:11]=[CH:10]3)=[CH:4][CH:3]=1.C(N1C=CN=C1)(N1C=CN=C1)=O.[N:37]1([CH2:43][CH2:44][CH2:45]N)[CH2:42][CH2:41][O:40][CH2:39][CH2:38]1. The catalyst is C1COCC1. The product is [N:37]1([CH2:43][CH2:44][CH2:45][NH:18][C:16]([C:15]2[CH:14]=[C:13]3[C:9]([CH:10]=[N:11][N:12]3[CH2:19][CH:20]([CH3:22])[CH3:21])=[CH:8][C:7]=2[O:6][C:5]2[CH:23]=[CH:24][C:2]([F:1])=[CH:3][CH:4]=2)=[O:17])[CH2:42][CH2:41][O:40][CH2:39][CH2:38]1. The yield is 0.700. (7) The reactants are [OH:1][N:2]=[C:3](Cl)[C:4]1[C:8]([NH:9][CH2:10][CH2:11][O:12][CH3:13])=[N:7][O:6][N:5]=1.[Br:15][C:16]1[CH:17]=[C:18]([CH:20]=[CH:21][C:22]=1[F:23])[NH2:19].C(=O)(O)[O-].[Na+]. The catalyst is O. The product is [Br:15][C:16]1[CH:17]=[C:18]([NH:19][C:3]([C:4]2[C:8]([NH:9][CH2:10][CH2:11][O:12][CH3:13])=[N:7][O:6][N:5]=2)=[N:2][OH:1])[CH:20]=[CH:21][C:22]=1[F:23]. The yield is 0.980. (8) The reactants are [Cl:1][C:2]1[CH:7]=[CH:6][C:5]([S:8]([N:11]([C@H:20]([CH2:24][CH:25]([CH3:27])[CH3:26])[C:21]([NH2:23])=[O:22])[CH2:12][C:13]2[CH:18]=[CH:17][C:16]([NH2:19])=[CH:15][CH:14]=2)(=[O:10])=[O:9])=[CH:4][CH:3]=1.[CH3:28]CN(CC)CC.COS(OC)(=O)=O. The catalyst is C1(C)C=CC=CC=1. The product is [Cl:1][C:2]1[CH:3]=[CH:4][C:5]([S:8]([N:11]([C@H:20]([CH2:24][CH:25]([CH3:27])[CH3:26])[C:21]([NH2:23])=[O:22])[CH2:12][C:13]2[CH:18]=[CH:17][C:16]([NH:19][CH3:28])=[CH:15][CH:14]=2)(=[O:9])=[O:10])=[CH:6][CH:7]=1. The yield is 0.460. (9) The reactants are C([O:8][C:9](=[O:48])[CH2:10][C@@H:11]([N:29]1[CH:33]=[CH:32][C:31]([C:34]2[CH:39]=[CH:38][C:37]([C:40]3[CH:45]=[CH:44][C:43]([C:46]#[N:47])=[CH:42][CH:41]=3)=[CH:36][CH:35]=2)=[CH:30]1)[C:12]([NH:14][C@H:15]([C:20](=[O:28])[NH:21][C:22]1[CH:27]=[CH:26][N:25]=[CH:24][CH:23]=1)[C:16]([CH3:19])([CH3:18])[CH3:17])=[O:13])C1C=CC=CC=1.C(O)=O. The catalyst is [Pd].CO. The product is [CH:9]([OH:48])=[O:8].[C:46]([C:43]1[CH:42]=[CH:41][C:40]([C:37]2[CH:38]=[CH:39][C:34]([C:31]3[CH:32]=[CH:33][N:29]([C@@H:11]([C:12]([NH:14][C@H:15]([C:20](=[O:28])[NH:21][C:22]4[CH:23]=[CH:24][N:25]=[CH:26][CH:27]=4)[C:16]([CH3:19])([CH3:18])[CH3:17])=[O:13])[CH2:10][C:9]([OH:48])=[O:8])[CH:30]=3)=[CH:35][CH:36]=2)=[CH:45][CH:44]=1)#[N:47]. The yield is 0.490. (10) The reactants are BrC1C=CC2C3C(CCOC=2C=1)=CN(C1N(C2C=CC(F)=CC=2F)N=CN=1)N=3.Cl[C:30]1[N:34]([C:35]2[CH:40]=[CH:39][CH:38]=[CH:37][C:36]=2[Cl:41])[N:33]=[CH:32][N:31]=1.[Br:42][C:43]1[CH:44]=[CH:45][C:46]2[O:55][CH2:54][CH2:53][C:52]3[C:48](=[N:49][NH:50][CH:51]=3)[C:47]=2[CH:56]=1.C(Cl)Cl. The catalyst is C1CCCCC1. The product is [Br:42][C:43]1[CH:44]=[CH:45][C:46]2[O:55][CH2:54][CH2:53][C:52]3[C:48](=[N:49][N:50]([C:30]4[N:34]([C:35]5[CH:40]=[CH:39][CH:38]=[CH:37][C:36]=5[Cl:41])[N:33]=[CH:32][N:31]=4)[CH:51]=3)[C:47]=2[CH:56]=1. The yield is 0.330.